Dataset: Forward reaction prediction with 1.9M reactions from USPTO patents (1976-2016). Task: Predict the product of the given reaction. Given the reactants [NH2:1][CH:2]1[CH2:7][CH2:6][N:5]([CH2:8][CH:9]2[N:19]3[C:20]4[N:11]([C:12](=[O:22])[CH:13]=[CH:14][C:15]=4[N:16]=[CH:17][C:18]3=[O:21])[CH2:10]2)[CH2:4][CH2:3]1.[S:23]1[C:32]2[CH:31]=[C:30]([CH:33]=O)[N:29]=[CH:28][C:27]=2[O:26][CH2:25][CH2:24]1.C(O[BH-](OC(=O)C)OC(=O)C)(=O)C.[Na+], predict the reaction product. The product is: [S:23]1[C:32]2[CH:31]=[C:30]([CH2:33][NH:1][CH:2]3[CH2:7][CH2:6][N:5]([CH2:8][C@@H:9]4[N:19]5[C:20]6[N:11]([C:12](=[O:22])[CH:13]=[CH:14][C:15]=6[N:16]=[CH:17][C:18]5=[O:21])[CH2:10]4)[CH2:4][CH2:3]3)[N:29]=[CH:28][C:27]=2[O:26][CH2:25][CH2:24]1.